Dataset: Peptide-MHC class I binding affinity with 185,985 pairs from IEDB/IMGT. Task: Regression. Given a peptide amino acid sequence and an MHC pseudo amino acid sequence, predict their binding affinity value. This is MHC class I binding data. (1) The peptide sequence is KKPRNFPMAQ. The MHC is HLA-B27:05 with pseudo-sequence HLA-B27:05. The binding affinity (normalized) is 0.358. (2) The peptide sequence is RISGVDRYY. The MHC is HLA-B51:01 with pseudo-sequence HLA-B51:01. The binding affinity (normalized) is 0. (3) The peptide sequence is RVACRDVEV. The MHC is HLA-A66:01 with pseudo-sequence HLA-A66:01. The binding affinity (normalized) is 0.213. (4) The binding affinity (normalized) is 0. The peptide sequence is ITLWQRPLV. The MHC is HLA-B27:05 with pseudo-sequence HLA-B27:05. (5) The peptide sequence is AYNVVNKGHF. The MHC is HLA-A30:02 with pseudo-sequence HLA-A30:02. The binding affinity (normalized) is 0.138. (6) The peptide sequence is NYMPYVFTL. The MHC is HLA-A24:02 with pseudo-sequence HLA-A24:02. The binding affinity (normalized) is 0.927.